Regression. Given a peptide amino acid sequence and an MHC pseudo amino acid sequence, predict their binding affinity value. This is MHC class II binding data. From a dataset of Peptide-MHC class II binding affinity with 134,281 pairs from IEDB. The peptide sequence is AQAAVVRFQEAANKQ. The MHC is DRB1_1201 with pseudo-sequence DRB1_1201. The binding affinity (normalized) is 0.0857.